From a dataset of Catalyst prediction with 721,799 reactions and 888 catalyst types from USPTO. Predict which catalyst facilitates the given reaction. Reactant: [CH3:1][O:2][C:3]1[CH:10]=[CH:9][CH:8]=[C:7]([O:11][CH3:12])[C:4]=1[CH:5]=[O:6].[B-](F)(F)(F)[F:14].[B-](F)(F)(F)F.C1[N+]2(CCl)CC[N+](F)(CC2)C1.O.CCOCC. Product: [F:14][C:10]1[C:3]([O:2][CH3:1])=[C:4]([C:7]([O:11][CH3:12])=[CH:8][CH:9]=1)[CH:5]=[O:6]. The catalyst class is: 23.